Dataset: Catalyst prediction with 721,799 reactions and 888 catalyst types from USPTO. Task: Predict which catalyst facilitates the given reaction. (1) Reactant: [CH3:1][O:2][C:3]1[N:12]=[C:11]2[C:6]([N:7]=[C:8]([CH3:20])[C:9]3[N:10]2[CH:13]=[N:14][C:15]=3[C:16]([F:19])([F:18])[F:17])=[CH:5][CH:4]=1.[Br:21]N1C(=O)CCC1=O.S([O-])([O-])=O.[Na+].[Na+]. Product: [Br:21][C:13]1[N:10]2[C:11]3[C:6]([N:7]=[C:8]([CH3:20])[C:9]2=[C:15]([C:16]([F:17])([F:19])[F:18])[N:14]=1)=[CH:5][CH:4]=[C:3]([O:2][CH3:1])[N:12]=3. The catalyst class is: 10. (2) Reactant: [F:1][C:2]1[CH:7]=[CH:6][C:5]([CH:8]([OH:43])[CH2:9][CH2:10][CH:11]([C:29](N2C(C3C=CC=CC=3)COC2=O)=[O:30])[CH:12]([C:21]2[CH:28]=[CH:27][C:24](C#N)=[CH:23][CH:22]=2)[NH:13][C:14]2[CH:19]=[CH:18][C:17]([F:20])=[CH:16][CH:15]=2)=[CH:4][CH:3]=1.O.O.O.[F-].[CH2:48]([N+:52](CCCC)(CCCC)CCCC)CCC.C[Si](C([Si](C)(C)C)C(N)=O)(C)C.C(O)(=O)C. Product: [F:20][C:17]1[CH:18]=[CH:19][C:14]([N:13]2[C:29](=[O:30])[CH:11]([CH2:10][CH2:9][CH:8]([C:5]3[CH:6]=[CH:7][C:2]([F:1])=[CH:3][CH:4]=3)[OH:43])[CH:12]2[C:21]2[CH:28]=[CH:27][CH:24]=[CH:23][C:22]=2[C:48]#[N:52])=[CH:15][CH:16]=1. The catalyst class is: 310. (3) Reactant: C[Si](C)(C)[N-][Si](C)(C)C.[Na+].[CH2:11]([C@@H:18]1[CH2:22][O:21][C:20](=[O:23])[N:19]1[C:24](=[O:46])[CH2:25][C@H:26]([C:33]1[CH:34]=[C:35]([CH:43]=[CH:44][CH:45]=1)[C:36]([O:38][C:39]([CH3:42])([CH3:41])[CH3:40])=[O:37])[C:27]1[CH:32]=[CH:31][CH:30]=[CH:29][N:28]=1)[C:12]1[CH:17]=[CH:16][CH:15]=[CH:14][CH:13]=1.C1(S(N2C(C3C=CC=CC=3)O2)(=O)=[O:54])C=CC=CC=1.C12(CS(O)(=O)=O)C(C)(C)C(CC1)CC2=O. Product: [CH2:11]([C@@H:18]1[CH2:22][O:21][C:20](=[O:23])[N:19]1[C:24](=[O:46])[C@H:25]([OH:54])[C@H:26]([C:33]1[CH:34]=[C:35]([CH:43]=[CH:44][CH:45]=1)[C:36]([O:38][C:39]([CH3:42])([CH3:41])[CH3:40])=[O:37])[C:27]1[CH:32]=[CH:31][CH:30]=[CH:29][N:28]=1)[C:12]1[CH:17]=[CH:16][CH:15]=[CH:14][CH:13]=1. The catalyst class is: 1. (4) Reactant: [Cl:1][C:2]1[CH:3]=[C:4]([C:9]#[C:10][C:11]([C:13]2[CH:14]=[N:15][C:16]3[C:21]([CH:22]=2)=[CH:20][CH:19]=[C:18]([O:23][CH3:24])[CH:17]=3)=O)[CH:5]=[C:6]([Cl:8])[CH:7]=1.Cl.[NH:26]([C@H:28]([C:30]1[CH:40]=[CH:39][C:33]([C:34]([O:36][CH2:37][CH3:38])=[O:35])=[CH:32][CH:31]=1)[CH3:29])[NH2:27].C(N(CC)CC)C. Product: [Cl:1][C:2]1[CH:3]=[C:4]([C:9]2[CH:10]=[C:11]([C:13]3[CH:14]=[N:15][C:16]4[C:21]([CH:22]=3)=[CH:20][CH:19]=[C:18]([O:23][CH3:24])[CH:17]=4)[N:26]([C@H:28]([C:30]3[CH:40]=[CH:39][C:33]([C:34]([O:36][CH2:37][CH3:38])=[O:35])=[CH:32][CH:31]=3)[CH3:29])[N:27]=2)[CH:5]=[C:6]([Cl:8])[CH:7]=1. The catalyst class is: 3. (5) Reactant: [C:1]([O:5][C:6]([O:8]N=C(C1C=CC=CC=1)C#N)=O)([CH3:4])([CH3:3])[CH3:2].[NH2:19][CH2:20][CH2:21][N:22]([CH2:26][CH2:27][NH2:28])[CH2:23][CH2:24][NH2:25]. Product: [NH2:19][CH2:20][CH2:21][N:22]([CH2:26][CH2:27][NH:28][C:6]([O:5][C:1]([CH3:2])([CH3:3])[CH3:4])=[O:8])[CH2:23][CH2:24][NH:25][C:6]([O:5][C:1]([CH3:4])([CH3:3])[CH3:2])=[O:8]. The catalyst class is: 1. (6) Reactant: [OH:1][C:2]1[CH:7]=[C:6]([CH3:8])[NH:5][C:4](=[O:9])[CH:3]=1.C1CCN2C(=NCCC2)CC1.[F:21][C:22]1[CH:29]=[C:28]([F:30])[CH:27]=[CH:26][C:23]=1[CH2:24]Cl. Product: [F:21][C:22]1[CH:29]=[C:28]([F:30])[CH:27]=[CH:26][C:23]=1[CH2:24][O:1][C:2]1[CH:7]=[C:6]([CH3:8])[NH:5][C:4](=[O:9])[CH:3]=1. The catalyst class is: 37. (7) Reactant: [H-].[Na+].[CH3:3][N:4]1[CH2:9][CH2:8][NH:7][C:6](=[O:10])[CH2:5]1.CS(O[CH2:16][CH:17]1[CH2:22][CH2:21][N:20]([C:23]([O:25][C:26]([CH3:29])([CH3:28])[CH3:27])=[O:24])[CH2:19][CH2:18]1)(=O)=O. Product: [CH3:3][N:4]1[CH2:9][CH2:8][N:7]([CH2:16][CH:17]2[CH2:22][CH2:21][N:20]([C:23]([O:25][C:26]([CH3:27])([CH3:29])[CH3:28])=[O:24])[CH2:19][CH2:18]2)[C:6](=[O:10])[CH2:5]1. The catalyst class is: 3. (8) Reactant: [CH:1]([CH:3]=O)=[O:2].[CH2:5]([NH:7][C:8]([CH3:14])([CH3:13])[C:9]([CH3:12])([OH:11])[CH3:10])[CH3:6]. Product: [CH2:5]([N:7]1[C:8]([CH3:14])([CH3:13])[C:9]([CH3:12])([CH3:10])[O:11][C:1](=[O:2])[CH2:3]1)[CH3:6]. The catalyst class is: 11.